This data is from Reaction yield outcomes from USPTO patents with 853,638 reactions. The task is: Predict the reaction yield, written as a fraction of the theoretical maximum amount of product (1.0 means a 100% yield; for example, 0.34 means a 34% yield). The yield is 0.400. The catalyst is CCCCO. The reactants are [Br:1][C:2]1[C:3](F)=[C:4]2[C:10]([NH:11][C:12]([C:14]3[N:19]=[CH:18][CH:17]=[CH:16][N:15]=3)=[O:13])=[CH:9][NH:8][C:5]2=[N:6][CH:7]=1.[NH:21]1[CH2:26][CH2:25][CH2:24][C@@H:23]([NH:27][C:28](=[O:34])[O:29][C:30]([CH3:33])([CH3:32])[CH3:31])[CH2:22]1. The product is [Br:1][C:2]1[C:3]([N:21]2[CH2:26][CH2:25][CH2:24][C@@H:23]([NH:27][C:28](=[O:34])[O:29][C:30]([CH3:32])([CH3:31])[CH3:33])[CH2:22]2)=[C:4]2[C:10]([NH:11][C:12]([C:14]3[N:19]=[CH:18][CH:17]=[CH:16][N:15]=3)=[O:13])=[CH:9][NH:8][C:5]2=[N:6][CH:7]=1.